From a dataset of Full USPTO retrosynthesis dataset with 1.9M reactions from patents (1976-2016). Predict the reactants needed to synthesize the given product. (1) Given the product [CH3:37][O:36][C:33]1[CH:34]=[CH:35][C:30]([CH2:29][O:28][CH2:27][C@@H:26]([N:13]2[CH2:12][C@@H:11]([CH3:39])[C@H:10]([CH2:9][N:7]([CH3:8])[C:6](=[O:48])[O:5][C:1]([CH3:4])([CH3:3])[CH3:2])[O:40][C:16]3[C:17]([N+:21]([O-:23])=[O:22])=[CH:18][CH:19]=[CH:20][C:15]=3[C:14]2=[O:25])[CH3:38])=[CH:31][CH:32]=1, predict the reactants needed to synthesize it. The reactants are: [C:1]([O:5][C:6](=[O:48])[N:7]([CH2:9][C@H:10]([O:40][Si](C(C)(C)C)(C)C)[C@H:11]([CH3:39])[CH2:12][N:13]([C@@H:26]([CH3:38])[CH2:27][O:28][CH2:29][C:30]1[CH:35]=[CH:34][C:33]([O:36][CH3:37])=[CH:32][CH:31]=1)[C:14](=[O:25])[C:15]1[CH:20]=[CH:19][CH:18]=[C:17]([N+:21]([O-:23])=[O:22])[C:16]=1F)[CH3:8])([CH3:4])([CH3:3])[CH3:2].[F-].[Cs+].C(Cl)(Cl)Cl. (2) Given the product [C:1]([N:4]1[CH2:5][CH2:6][N:7]([C:10]2[N:15]=[C:14]([O:16][CH2:17][CH3:18])[C:13]([NH:19][C:20]([C:22]3[C:26]4[C:27](=[O:44])[N:28]([CH2:31][CH2:32][O:33][CH2:34][CH2:35][OH:36])[CH2:29][CH2:30][C:25]=4[O:24][CH:23]=3)=[O:21])=[CH:12][CH:11]=2)[CH2:8][CH2:9]1)(=[O:3])[CH3:2], predict the reactants needed to synthesize it. The reactants are: [C:1]([N:4]1[CH2:9][CH2:8][N:7]([C:10]2[N:15]=[C:14]([O:16][CH2:17][CH3:18])[C:13]([NH:19][C:20]([C:22]3[C:26]4[C:27](=[O:44])[N:28]([CH2:31][CH2:32][O:33][CH2:34][CH2:35][O:36]CC5C=CC=CC=5)[CH2:29][CH2:30][C:25]=4[O:24][CH:23]=3)=[O:21])=[CH:12][CH:11]=2)[CH2:6][CH2:5]1)(=[O:3])[CH3:2].C(N1CCN(C2N=C(OCC)C(NC(C3C4C(=O)N(CCOCC5C=CC=CC=5)CCC=4OC=3)=O)=CC=2)CC1)(=O)C. (3) Given the product [Cl:25][C:26]1[CH:31]=[CH:30][C:29]([NH:32][C:33](=[O:50])[C:34]2[CH:39]=[CH:38][CH:37]=[C:36]([C:40]3[CH:41]=[CH:42][CH:43]=[C:44]4[C:49]=3[N:48]=[CH:47][CH:46]=[CH:45]4)[CH:35]=2)=[C:28]([C:51]2[NH:52][N:7]=[N:6][N:5]=2)[CH:27]=1, predict the reactants needed to synthesize it. The reactants are: C[Si]([N:5]=[N+:6]=[N-:7])(C)C.C([Sn](=O)CCCC)CCC.C1(C)C=CC=CC=1.[Cl:25][C:26]1[CH:31]=[CH:30][C:29]([NH:32][C:33](=[O:50])[C:34]2[CH:39]=[CH:38][CH:37]=[C:36]([C:40]3[CH:41]=[CH:42][CH:43]=[C:44]4[C:49]=3[N:48]=[CH:47][CH:46]=[CH:45]4)[CH:35]=2)=[C:28]([C:51]#[N:52])[CH:27]=1. (4) Given the product [F:15][CH:13]([F:14])[O:12][C:9]1[CH:10]=[CH:11][C:6]([CH2:5][C:4]2[NH:31][C:29](=[O:30])[C:21]3[N:22]=[CH:23][N:24]([CH2:25][CH:26]([OH:28])[CH3:27])[C:20]=3[N:19]=2)=[CH:7][C:8]=1[O:16][CH3:17], predict the reactants needed to synthesize it. The reactants are: C(O[C:4](=O)[CH2:5][C:6]1[CH:11]=[CH:10][C:9]([O:12][CH:13]([F:15])[F:14])=[C:8]([O:16][CH3:17])[CH:7]=1)C.[NH2:19][C:20]1[N:24]([CH2:25][CH:26]([OH:28])[CH3:27])[CH:23]=[N:22][C:21]=1[C:29]([NH2:31])=[O:30].[Na]. (5) The reactants are: [CH3:1][N:2]([CH3:33])[C:3](=O)[CH2:4][C:5]([CH2:22][O:23][CH2:24][CH2:25][CH2:26][CH2:27][CH2:28][CH2:29][CH2:30][CH3:31])([CH2:12][O:13][CH2:14][CH2:15][CH2:16][CH2:17][CH2:18][CH2:19][CH2:20][CH3:21])[CH2:6][C:7]([N:9]([CH3:11])[CH3:10])=O.[H-].[H-].[H-].[H-].[Li+].[Al+3].C(OCC)(=O)C.[OH-].[Na+]. Given the product [CH3:11][N:9]([CH3:10])[CH2:7][CH2:6][C:5]([CH2:12][O:13][CH2:14][CH2:15][CH2:16][CH2:17][CH2:18][CH2:19][CH2:20][CH3:21])([CH2:22][O:23][CH2:24][CH2:25][CH2:26][CH2:27][CH2:28][CH2:29][CH2:30][CH3:31])[CH2:4][CH2:3][N:2]([CH3:1])[CH3:33], predict the reactants needed to synthesize it.